Dataset: Full USPTO retrosynthesis dataset with 1.9M reactions from patents (1976-2016). Task: Predict the reactants needed to synthesize the given product. (1) Given the product [CH3:5][C@H:4]1[C@@H:9]2[CH2:10][C@H:11]([CH:7]=[CH:8]2)[C@@H:3]1[C:2](=[O:6])[CH3:1], predict the reactants needed to synthesize it. The reactants are: [CH3:1][C:2](=[O:6])[CH:3]=[CH:4][CH3:5].[CH:7]1[CH2:11][CH:10]=[CH:9][CH:8]=1.Cl(O)(=O)(=O)=O.C([C@@H]1N[C@H](C2OC(C)=CC=2)N(C)C1=O)C1C=CC=CC=1. (2) Given the product [Cl:23][C:21]1[CH:20]=[CH:19][C:18]2[N:12]([CH2:11][C:10]([CH3:52])([CH3:51])[CH2:9][OH:8])[C:13](=[O:50])[C@@H:14]([CH2:34][CH2:35][C:37]3[CH:42]=[CH:41][C:40]([CH2:43][CH2:44][C:45]([OH:47])=[O:46])=[CH:39][CH:38]=3)[O:15][C@H:16]([C:24]3[CH:29]=[CH:28][CH:27]=[C:26]([O:30][CH3:31])[C:25]=3[O:32][CH3:33])[C:17]=2[CH:22]=1, predict the reactants needed to synthesize it. The reactants are: S(Cl)(Cl)=O.C([O:8][CH2:9][C:10]([CH3:52])([CH3:51])[CH2:11][N:12]1[C:18]2[CH:19]=[CH:20][C:21]([Cl:23])=[CH:22][C:17]=2[C@@H:16]([C:24]2[CH:29]=[CH:28][CH:27]=[C:26]([O:30][CH3:31])[C:25]=2[O:32][CH3:33])[O:15][C@H:14]([CH2:34][C:35]([C:37]2[CH:42]=[CH:41][C:40]([CH2:43][CH2:44][C:45]([O:47]CC)=[O:46])=[CH:39][CH:38]=2)=O)[C:13]1=[O:50])(=O)C.Cl. (3) Given the product [F:29][C:30]1([F:37])[CH2:35][CH2:34][CH:33]([NH:36][CH2:2][C:3]2[N:4]([CH3:28])[C:5]3[C:10]([N:11]=2)=[C:9]([N:12]2[CH2:17][CH2:16][O:15][CH2:14][CH2:13]2)[N:8]=[C:7]([N:18]2[C:22]4[CH:23]=[CH:24][CH:25]=[CH:26][C:21]=4[N:20]=[C:19]2[CH3:27])[N:6]=3)[CH2:32][CH2:31]1, predict the reactants needed to synthesize it. The reactants are: Br[CH2:2][C:3]1[N:4]([CH3:28])[C:5]2[C:10]([N:11]=1)=[C:9]([N:12]1[CH2:17][CH2:16][O:15][CH2:14][CH2:13]1)[N:8]=[C:7]([N:18]1[C:22]3[CH:23]=[CH:24][CH:25]=[CH:26][C:21]=3[N:20]=[C:19]1[CH3:27])[N:6]=2.[F:29][C:30]1([F:37])[CH2:35][CH2:34][CH:33]([NH2:36])[CH2:32][CH2:31]1. (4) Given the product [CH3:1][O:2][C:3]1[CH:4]=[C:5]2[C:14](=[CH:15][CH:16]=1)[N:13]=[CH:12][C:11]1[O:10][CH2:9][CH:8]([C@H:17]3[CH2:22][CH2:21][C@H:20]([NH:23][C:24]([C:36]4[CH:35]=[CH:34][C:31]5[S:32][CH2:33][C:28](=[O:27])[NH:29][C:30]=5[N:37]=4)=[O:25])[CH2:19][CH2:18]3)[CH2:7][C:6]2=1, predict the reactants needed to synthesize it. The reactants are: [CH3:1][O:2][C:3]1[CH:4]=[C:5]2[C:14](=[CH:15][CH:16]=1)[N:13]=[CH:12][C:11]1[O:10][CH2:9][CH:8]([C@H:17]3[CH2:22][CH2:21][C@H:20]([NH:23][C:24](=O)[OH:25])[CH2:19][CH2:18]3)[CH2:7][C:6]2=1.[O:27]=[C:28]1[CH2:33][S:32][C:31]2[CH:34]=[CH:35][C:36](C(O)=O)=[N:37][C:30]=2[NH:29]1. (5) The reactants are: [Br:1][C:2]1[CH:3]=[CH:4][C:5]2[CH:11]3[CH2:12][CH:9]([CH2:10]3)[N:8]3[C:13]([CH:20]=O)=[C:14]([C:16]([O:18][CH3:19])=[O:17])[N:15]=[C:7]3[C:6]=2[CH:22]=1.[NH:23]1[CH2:27][CH2:26][CH2:25][CH2:24]1. Given the product [Br:1][C:2]1[CH:3]=[CH:4][C:5]2[CH:11]3[CH2:12][CH:9]([CH2:10]3)[N:8]3[C:13]([CH2:20][N:23]4[CH2:27][CH2:26][CH2:25][CH2:24]4)=[C:14]([C:16]([O:18][CH3:19])=[O:17])[N:15]=[C:7]3[C:6]=2[CH:22]=1, predict the reactants needed to synthesize it. (6) The reactants are: [NH:1]1[C:9]2[C:4](=[CH:5][CH:6]=[CH:7][CH:8]=2)[CH:3]=[C:2]1[C:10](O)=[O:11].ON1C(=O)CCC1=O.Cl.C(N=C=NCCCN(C)C)C.C(O)(=O)CC(CC(O)=O)(C(O)=O)O.[BH4-].[Na+]. Given the product [NH:1]1[C:9]2[C:4](=[CH:5][CH:6]=[CH:7][CH:8]=2)[CH:3]=[C:2]1[CH2:10][OH:11], predict the reactants needed to synthesize it. (7) The reactants are: C(Cl)(=O)C(Cl)=O.CS(C)=O.[F:11][C:12]1([F:19])[CH2:17][CH2:16][CH:15]([OH:18])[CH2:14][CH2:13]1.C(N(CC)C(C)C)(C)C.[Cl-].[NH4+]. Given the product [F:11][C:12]1([F:19])[CH2:17][CH2:16][C:15](=[O:18])[CH2:14][CH2:13]1, predict the reactants needed to synthesize it. (8) Given the product [ClH:42].[C:36]1([CH3:40])[CH:37]=[CH:38][CH:39]=[C:34]([C:16]2([CH2:15][NH2:14])[CH2:20][CH2:19][CH:18]([N:21]3[CH2:26][CH2:25][N:24]4[C:27]([C:30]([F:33])([F:32])[F:31])=[N:28][N:29]=[C:23]4[CH2:22]3)[CH2:17]2)[CH:35]=1, predict the reactants needed to synthesize it. The reactants are: FC(F)(F)C(O)=O.C(OC(=O)[NH:14][CH2:15][C:16]1([C:34]2[CH:35]=[C:36]([CH3:40])[CH:37]=[CH:38][CH:39]=2)[CH2:20][CH2:19][CH:18]([N:21]2[CH2:26][CH2:25][N:24]3[C:27]([C:30]([F:33])([F:32])[F:31])=[N:28][N:29]=[C:23]3[CH2:22]2)[CH2:17]1)(C)(C)C.[Cl:42]CCl. (9) Given the product [F:10][C:11]1[C:16]([F:17])=[CH:15][CH:14]=[CH:13][C:12]=1[C:2]1[N:9]=[CH:8][CH:7]=[CH:6][C:3]=1[C:4]#[N:5], predict the reactants needed to synthesize it. The reactants are: Cl[C:2]1[N:9]=[CH:8][CH:7]=[CH:6][C:3]=1[C:4]#[N:5].[F:10][C:11]1[C:16]([F:17])=[CH:15][CH:14]=[CH:13][C:12]=1B(O)O. (10) Given the product [F:1][C:2]1[CH:10]=[CH:9][C:5]([CH2:6][CH2:7][NH:8][CH2:12][C:11]#[N:14])=[CH:4][CH:3]=1, predict the reactants needed to synthesize it. The reactants are: [F:1][C:2]1[CH:10]=[CH:9][C:5]([CH2:6][CH2:7][NH2:8])=[CH:4][CH:3]=1.[CH:11]([N:14](CC)C(C)C)(C)[CH3:12].BrCC#N.